This data is from Forward reaction prediction with 1.9M reactions from USPTO patents (1976-2016). The task is: Predict the product of the given reaction. (1) Given the reactants [O:1]1[C:5]([C:6](O)=[O:7])=[CH:4][CH:3]=[C:2]1[C:9](O)=[O:10].OCC([C@H]([C@@H]([C@@H](CO)O)O)O)=O.OCC1OC(C=O)=CC=1.OCC1C=COC=1C=O.FC(F)(F)S([O-])(=O)=O.C(N1C=C[N+](CCCCS(O)(=O)=O)=C1)C=C, predict the reaction product. The product is: [CH:9]([C:2]1[O:1][C:5]([CH:6]=[O:7])=[CH:4][CH:3]=1)=[O:10]. (2) Given the reactants C([O:8][C:9]1[CH:10]=[C:11]([CH:15]2[CH2:19][N:18]([C:20]3[CH:21]=[C:22]([CH:26]=[CH:27][CH:28]=3)[C:23]([NH2:25])=[O:24])[C:17](=[O:29])[CH2:16]2)[CH:12]=[CH:13][CH:14]=1)C1C=CC=CC=1, predict the reaction product. The product is: [OH:8][C:9]1[CH:10]=[C:11]([CH:15]2[CH2:19][N:18]([C:20]3[CH:21]=[C:22]([CH:26]=[CH:27][CH:28]=3)[C:23]([NH2:25])=[O:24])[C:17](=[O:29])[CH2:16]2)[CH:12]=[CH:13][CH:14]=1. (3) The product is: [Cl:1][C:2]1[CH:9]=[CH:8][C:5]([CH2:6][N:12]2[CH2:17][CH2:16][C:15](=[O:18])[CH2:14][CH2:13]2)=[CH:4][CH:3]=1. Given the reactants [Cl:1][C:2]1[CH:9]=[CH:8][C:5]([CH2:6]Cl)=[CH:4][CH:3]=1.O.Cl.[NH:12]1[CH2:17][CH2:16][C:15](=[O:18])[CH2:14][CH2:13]1.C(=O)([O-])[O-].[K+].[K+], predict the reaction product. (4) Given the reactants Cl.Cl.Cl.[O:4]1[C:8]2[CH:9]=[CH:10][CH:11]=[C:12]([N:13]3[CH2:18][CH2:17][N:16]([CH2:19][CH2:20][C@H:21]4[CH2:26][CH2:25][C@H:24]([NH2:27])[CH2:23][CH2:22]4)[CH2:15][CH2:14]3)[C:7]=2[O:6][CH2:5]1.[CH3:28][O:29][C@@H:30]1[CH2:34][CH2:33][C@@H:32]([CH2:35][C:36](OC)=[O:37])[CH2:31]1, predict the reaction product. The product is: [O:4]1[C:8]2[CH:9]=[CH:10][CH:11]=[C:12]([N:13]3[CH2:18][CH2:17][N:16]([CH2:19][CH2:20][C@H:21]4[CH2:26][CH2:25][C@H:24]([NH:27][C:36](=[O:37])[CH2:35][C@@H:32]5[CH2:33][CH2:34][C@@H:30]([O:29][CH3:28])[CH2:31]5)[CH2:23][CH2:22]4)[CH2:15][CH2:14]3)[C:7]=2[O:6][CH2:5]1. (5) Given the reactants [C:1]([C:3]1[CH:12]=[CH:11][CH:10]=[C:9]2[C:4]=1[CH2:5][CH2:6][CH2:7][C@@H:8]2[NH:13][C:14](=[O:20])[O:15][C:16]([CH3:19])([CH3:18])[CH3:17])#[N:2].Cl.[NH2:22][OH:23].CCN(CC)CC, predict the reaction product. The product is: [OH:23][NH:22][C:1]([C:3]1[CH:12]=[CH:11][CH:10]=[C:9]2[C:4]=1[CH2:5][CH2:6][CH2:7][C@@H:8]2[NH:13][C:14](=[O:20])[O:15][C:16]([CH3:18])([CH3:17])[CH3:19])=[NH:2].